Task: Predict the reactants needed to synthesize the given product.. Dataset: Full USPTO retrosynthesis dataset with 1.9M reactions from patents (1976-2016) (1) Given the product [CH3:11][N:12]([CH3:20])[CH:13]1[CH2:18][CH2:17][CH:16]([NH:19][C:2]2[CH:7]=[CH:6][C:5]([N+:8]([O-:10])=[O:9])=[CH:4][CH:3]=2)[CH2:15][CH2:14]1, predict the reactants needed to synthesize it. The reactants are: F[C:2]1[CH:7]=[CH:6][C:5]([N+:8]([O-:10])=[O:9])=[CH:4][CH:3]=1.[CH3:11][N:12]([CH3:20])[CH:13]1[CH2:18][CH2:17][CH:16]([NH2:19])[CH2:15][CH2:14]1.C(N(C(C)C)C(C)C)C. (2) Given the product [ClH:30].[CH3:19][O:20][CH2:21][CH2:22][NH:18][C@H:15]1[CH2:16][CH2:17][C@H:13]([N:1]2[C:12]3[C:4](=[CH:5][N:6]=[C:7]4[C:11]=3[CH:10]=[CH:9][NH:8]4)[N:3]=[N:2]2)[CH2:14]1, predict the reactants needed to synthesize it. The reactants are: [N:1]1([C@H:13]2[CH2:17][CH2:16][C@H:15]([NH2:18])[CH2:14]2)[C:12]2[C:4](=[CH:5][N:6]=[C:7]3[C:11]=2[CH:10]=[CH:9][NH:8]3)[N:3]=[N:2]1.[CH3:19][O:20][CH2:21][CH2:22]Br.C(=O)([O-])[O-].[K+].[K+].[ClH:30].CO.